From a dataset of CYP1A2 inhibition data for predicting drug metabolism from PubChem BioAssay. Regression/Classification. Given a drug SMILES string, predict its absorption, distribution, metabolism, or excretion properties. Task type varies by dataset: regression for continuous measurements (e.g., permeability, clearance, half-life) or binary classification for categorical outcomes (e.g., BBB penetration, CYP inhibition). Dataset: cyp1a2_veith. (1) The compound is Cc1nn(C)cc1CNC(=O)CCC(=O)O. The result is 0 (non-inhibitor). (2) The molecule is O=[N+]([O-])c1cccc(/C=N/Nc2cc(Cl)nc(-c3ccccc3)n2)c1. The result is 1 (inhibitor).